Regression. Given two drug SMILES strings and cell line genomic features, predict the synergy score measuring deviation from expected non-interaction effect. From a dataset of NCI-60 drug combinations with 297,098 pairs across 59 cell lines. (1) Drug 1: CCC1=CC2CC(C3=C(CN(C2)C1)C4=CC=CC=C4N3)(C5=C(C=C6C(=C5)C78CCN9C7C(C=CC9)(C(C(C8N6C)(C(=O)OC)O)OC(=O)C)CC)OC)C(=O)OC.C(C(C(=O)O)O)(C(=O)O)O. Drug 2: CCC1(C2=C(COC1=O)C(=O)N3CC4=CC5=C(C=CC(=C5CN(C)C)O)N=C4C3=C2)O.Cl. Cell line: KM12. Synergy scores: CSS=47.2, Synergy_ZIP=-3.63, Synergy_Bliss=-4.76, Synergy_Loewe=-2.18, Synergy_HSA=-1.13. (2) Drug 1: CC(C)NC(=O)C1=CC=C(C=C1)CNNC.Cl. Drug 2: CC(C)CN1C=NC2=C1C3=CC=CC=C3N=C2N. Cell line: HCT116. Synergy scores: CSS=-9.31, Synergy_ZIP=5.93, Synergy_Bliss=5.48, Synergy_Loewe=-7.11, Synergy_HSA=-5.77. (3) Drug 1: C1=CC(=C2C(=C1NCCNCCO)C(=O)C3=C(C=CC(=C3C2=O)O)O)NCCNCCO. Drug 2: C1=C(C(=O)NC(=O)N1)F. Cell line: KM12. Synergy scores: CSS=43.7, Synergy_ZIP=-13.9, Synergy_Bliss=-19.5, Synergy_Loewe=-10.0, Synergy_HSA=-9.53. (4) Drug 1: COC1=CC(=CC(=C1O)OC)C2C3C(COC3=O)C(C4=CC5=C(C=C24)OCO5)OC6C(C(C7C(O6)COC(O7)C8=CC=CS8)O)O. Drug 2: CN(CCCl)CCCl.Cl. Cell line: ACHN. Synergy scores: CSS=70.2, Synergy_ZIP=-7.49, Synergy_Bliss=-3.79, Synergy_Loewe=-13.6, Synergy_HSA=-0.437. (5) Drug 1: CC1=C2C(C(=O)C3(C(CC4C(C3C(C(C2(C)C)(CC1OC(=O)C(C(C5=CC=CC=C5)NC(=O)OC(C)(C)C)O)O)OC(=O)C6=CC=CC=C6)(CO4)OC(=O)C)OC)C)OC. Drug 2: CNC(=O)C1=NC=CC(=C1)OC2=CC=C(C=C2)NC(=O)NC3=CC(=C(C=C3)Cl)C(F)(F)F. Cell line: HT29. Synergy scores: CSS=81.8, Synergy_ZIP=11.2, Synergy_Bliss=10.6, Synergy_Loewe=5.03, Synergy_HSA=13.0. (6) Drug 1: CC1=C(C(=O)C2=C(C1=O)N3CC4C(C3(C2COC(=O)N)OC)N4)N. Cell line: SK-MEL-28. Drug 2: N.N.Cl[Pt+2]Cl. Synergy scores: CSS=28.5, Synergy_ZIP=-10.6, Synergy_Bliss=-0.571, Synergy_Loewe=2.24, Synergy_HSA=2.63. (7) Drug 1: CCC1=CC2CC(C3=C(CN(C2)C1)C4=CC=CC=C4N3)(C5=C(C=C6C(=C5)C78CCN9C7C(C=CC9)(C(C(C8N6C)(C(=O)OC)O)OC(=O)C)CC)OC)C(=O)OC. Drug 2: CNC(=O)C1=NC=CC(=C1)OC2=CC=C(C=C2)NC(=O)NC3=CC(=C(C=C3)Cl)C(F)(F)F. Cell line: NCI-H460. Synergy scores: CSS=73.8, Synergy_ZIP=5.24, Synergy_Bliss=4.65, Synergy_Loewe=0.971, Synergy_HSA=8.42. (8) Drug 1: CC12CCC3C(C1CCC2OP(=O)(O)O)CCC4=C3C=CC(=C4)OC(=O)N(CCCl)CCCl.[Na+]. Drug 2: N.N.Cl[Pt+2]Cl. Cell line: OVCAR-8. Synergy scores: CSS=20.9, Synergy_ZIP=-9.00, Synergy_Bliss=-4.27, Synergy_Loewe=-22.5, Synergy_HSA=-3.05. (9) Drug 1: CNC(=O)C1=CC=CC=C1SC2=CC3=C(C=C2)C(=NN3)C=CC4=CC=CC=N4. Drug 2: CC1=C(C=C(C=C1)NC2=NC=CC(=N2)N(C)C3=CC4=NN(C(=C4C=C3)C)C)S(=O)(=O)N.Cl. Cell line: NCI-H522. Synergy scores: CSS=13.2, Synergy_ZIP=-1.22, Synergy_Bliss=2.47, Synergy_Loewe=-3.87, Synergy_HSA=2.20.